Predict the reactants needed to synthesize the given product. From a dataset of Full USPTO retrosynthesis dataset with 1.9M reactions from patents (1976-2016). (1) Given the product [C:1]([O:5][C:6]([NH:8][CH2:9][C:10]#[C:11][C:12]1[C:20]2[C:15](=[CH:16][C:17]([OH:25])=[C:18]([C:21]([OH:23])=[O:22])[CH:19]=2)[N:14]([CH3:26])[C:13]=1[C:27]1[CH:32]=[CH:31][CH:30]=[CH:29][C:28]=1[C:33]([F:36])([F:34])[F:35])=[O:7])([CH3:4])([CH3:2])[CH3:3], predict the reactants needed to synthesize it. The reactants are: [C:1]([O:5][C:6]([NH:8][CH2:9][C:10]#[C:11][C:12]1[C:20]2[C:15](=[CH:16][C:17]([OH:25])=[C:18]([C:21]([O:23]C)=[O:22])[CH:19]=2)[N:14]([CH3:26])[C:13]=1[C:27]1[CH:32]=[CH:31][CH:30]=[CH:29][C:28]=1[C:33]([F:36])([F:35])[F:34])=[O:7])([CH3:4])([CH3:3])[CH3:2].[OH-].[Na+].O. (2) Given the product [CH2:17]([O:16][C:14](=[O:15])[C:13]([C:2]1[CH:7]=[CH:6][C:5]([O:8][CH:9]([F:11])[F:10])=[CH:4][N:3]=1)([F:20])[F:19])[CH3:18], predict the reactants needed to synthesize it. The reactants are: Br[C:2]1[CH:7]=[CH:6][C:5]([O:8][CH:9]([F:11])[F:10])=[CH:4][N:3]=1.Br[C:13]([F:20])([F:19])[C:14]([O:16][CH2:17][CH3:18])=[O:15].O.